This data is from Full USPTO retrosynthesis dataset with 1.9M reactions from patents (1976-2016). The task is: Predict the reactants needed to synthesize the given product. (1) Given the product [NH2:1][C:2]1[N:7]=[C:6]([C:8]2[CH:16]=[CH:15][C:11]3[O:12][CH2:13][O:14][C:10]=3[CH:9]=2)[C:5]([C:17]#[N:18])=[C:4]([NH:23][CH2:24][CH2:25][C:26]2[CH:31]=[CH:30][C:29]([OH:32])=[CH:28][CH:27]=2)[N:3]=1, predict the reactants needed to synthesize it. The reactants are: [NH2:1][C:2]1[N:7]=[C:6]([C:8]2[CH:16]=[CH:15][C:11]3[O:12][CH2:13][O:14][C:10]=3[CH:9]=2)[C:5]([C:17]#[N:18])=[C:4](S(C)(=O)=O)[N:3]=1.[NH2:23][CH2:24][CH2:25][C:26]1[CH:31]=[CH:30][C:29]([OH:32])=[CH:28][CH:27]=1. (2) Given the product [NH2:31][C:28]1[CH:29]=[CH:30][C:25]([N:20]([CH3:19])[S:21]([CH3:24])(=[O:23])=[O:22])=[CH:26][CH:27]=1, predict the reactants needed to synthesize it. The reactants are: CNC1C=CC([N+]([O-])=O)=CC=1.[H-].[Na+].CS(Cl)(=O)=O.[CH3:19][N:20]([C:25]1[CH:30]=[CH:29][C:28]([N+:31]([O-])=O)=[CH:27][CH:26]=1)[S:21]([CH3:24])(=[O:23])=[O:22].C([O-])=O.[NH4+]. (3) Given the product [CH3:12][C:13]1[CH:14]=[CH:15][CH:16]=[C:17]2[C:22]=1[N:21]=[C:20]([C:10]1[C:9]3[C:4](=[CH:5][CH:6]=[C:7]([CH3:11])[CH:8]=3)[NH:3][C:2]=1[CH3:1])[CH:19]=[CH:18]2, predict the reactants needed to synthesize it. The reactants are: [CH3:1][C:2]1[NH:3][C:4]2[C:9]([CH:10]=1)=[CH:8][C:7]([CH3:11])=[CH:6][CH:5]=2.[CH3:12][C:13]1[CH:14]=[CH:15][CH:16]=[C:17]2[C:22]=1[N:21]=[CH:20][CH:19]=[C:18]2Cl. (4) Given the product [F:22][C:2]1([F:1])[CH2:7][CH2:6][CH2:5][N:4]([C:8]2[N:12]([CH2:13][CH2:14][O:15][CH2:16][Si:17]([CH3:19])([CH3:18])[CH3:20])[N:11]=[CH:10][C:9]=2[NH:21][C:41]([C:34]2[CH:33]=[N:32][N:36]3[CH:37]=[CH:38][CH:39]=[N:40][C:35]=23)=[O:42])[CH2:3]1, predict the reactants needed to synthesize it. The reactants are: [F:1][C:2]1([F:22])[CH2:7][CH2:6][CH2:5][N:4]([C:8]2[N:12]([CH2:13][CH2:14][O:15][CH2:16][Si:17]([CH3:20])([CH3:19])[CH3:18])[N:11]=[CH:10][C:9]=2[NH2:21])[CH2:3]1.CCN(C(C)C)C(C)C.[N:32]1[N:36]2[CH:37]=[CH:38][CH:39]=[N:40][C:35]2=[C:34]([C:41](Cl)=[O:42])[CH:33]=1. (5) Given the product [Cl:36][C:37]1[C:46]([O:22][CH2:23][C:24]([F:28])([F:29])[CH:25]([F:26])[F:27])=[C:45]([S:48]([CH2:51][CH3:52])(=[O:50])=[O:49])[CH:44]=[CH:43][C:38]=1[C:39]([O:41][CH3:42])=[O:40], predict the reactants needed to synthesize it. The reactants are: CC(C)([O-])C.[K+].FC(F)(S([O:22][CH2:23][C:24]([F:29])([F:28])[CH:25]([F:27])[F:26])(=O)=O)C(F)(F)C(F)(F)C(F)(F)F.CN(C=O)C.[Cl:36][C:37]1[C:46](O)=[C:45]([S:48]([CH2:51][CH3:52])(=[O:50])=[O:49])[CH:44]=[CH:43][C:38]=1[C:39]([O:41][CH3:42])=[O:40].